From a dataset of Full USPTO retrosynthesis dataset with 1.9M reactions from patents (1976-2016). Predict the reactants needed to synthesize the given product. (1) Given the product [Cl:23][C:24]1[CH:29]=[CH:28][C:27]([C@H:30]([NH:33][C:34](=[O:40])[O:35][C:36]([CH3:39])([CH3:38])[CH3:37])[CH2:31][CH3:32])=[C:26]([F:41])[C:25]=1[C:42]([C:43]1[CH:44]=[N:45][C:46]([S:49][CH3:50])=[N:47][CH:48]=1)=[O:51], predict the reactants needed to synthesize it. The reactants are: CC(OI1(OC(C)=O)(OC(C)=O)OC(=O)C2C=CC=CC1=2)=O.[Cl:23][C:24]1[CH:29]=[CH:28][C:27]([C@H:30]([NH:33][C:34](=[O:40])[O:35][C:36]([CH3:39])([CH3:38])[CH3:37])[CH2:31][CH3:32])=[C:26]([F:41])[C:25]=1[CH:42]([OH:51])[C:43]1[CH:44]=[N:45][C:46]([S:49][CH3:50])=[N:47][CH:48]=1. (2) Given the product [Cl:1][C:2]1[CH:7]=[CH:6][C:5]([S:8][C:10]2[C:14]3[CH:15]=[CH:16][CH:17]=[CH:18][C:13]=3[O:12][C:11]=2[C:19]([O:21][CH2:22][CH3:23])=[O:20])=[CH:4][CH:3]=1, predict the reactants needed to synthesize it. The reactants are: [Cl:1][C:2]1[CH:7]=[CH:6][C:5]([SH:8])=[CH:4][CH:3]=1.O=[C:10]1[C:14]2[CH:15]=[CH:16][CH:17]=[CH:18][C:13]=2[O:12][CH:11]1[C:19]([O:21][CH2:22][CH3:23])=[O:20]. (3) Given the product [CH3:34][C@@H:30]1[CH2:29][N:28]([C:11]2[O:12][C:13]3[C:8]([C:9](=[O:35])[CH:10]=2)=[CH:7][C:6]([C:4]([O:3][CH3:2])=[O:5])=[CH:15][C:14]=3[CH:16]2[CH2:20][CH2:19][CH2:18][NH:17]2)[CH2:33][CH2:32][O:31]1, predict the reactants needed to synthesize it. The reactants are: Cl.[CH3:2][O:3][C:4]([C:6]1[CH:7]=[C:8]2[C:13](=[C:14]([CH:16]3[CH2:20][CH2:19][CH2:18][N:17]3C(OC(C)(C)C)=O)[CH:15]=1)[O:12][C:11]([N:28]1[CH2:33][CH2:32][O:31][C@H:30]([CH3:34])[CH2:29]1)=[CH:10][C:9]2=[O:35])=[O:5]. (4) Given the product [OH:17][CH2:18][CH:19]1[CH2:24][CH2:23][CH2:22][N:21]([C:13]2[NH:16][C:4](=[O:5])[C:6]3[C:7]([CH:12]=2)=[CH:8][CH:9]=[CH:10][CH:11]=3)[CH2:20]1, predict the reactants needed to synthesize it. The reactants are: Cl.CO[C:4]([C:6]1[CH:11]=[CH:10][CH:9]=[CH:8][C:7]=1[CH2:12][C:13](=[NH:16])OC)=[O:5].[OH:17][CH2:18][CH:19]1[CH2:24][CH2:23][CH2:22][NH:21][CH2:20]1. (5) Given the product [CH:37]([N:23]([C:21]([C:17]1[C:18]([CH3:20])=[CH:19][C:5]2[O:4][C:3]([CH3:40])([CH2:2][O:1][C:45]([N:44]3[CH2:41][CH2:43][CH2:49][CH2:47]3)=[O:55])[C:8](=[O:9])[N:7]([CH2:10][CH2:11][CH2:12][CH2:13][O:14][CH3:15])[C:6]=2[CH:16]=1)=[O:22])[C@@H:24]1[CH2:29][CH2:28][CH2:27][N:26]([C:30]([O:32][C:33]([CH3:34])([CH3:36])[CH3:35])=[O:31])[CH2:25]1)([CH3:38])[CH3:39], predict the reactants needed to synthesize it. The reactants are: [OH:1][CH2:2][C:3]1([CH3:40])[C:8](=[O:9])[N:7]([CH2:10][CH2:11][CH2:12][CH2:13][O:14][CH3:15])[C:6]2[CH:16]=[C:17]([C:21]([N:23]([CH:37]([CH3:39])[CH3:38])[C@@H:24]3[CH2:29][CH2:28][CH2:27][N:26]([C:30]([O:32][C:33]([CH3:36])([CH3:35])[CH3:34])=[O:31])[CH2:25]3)=[O:22])[C:18]([CH3:20])=[CH:19][C:5]=2[O:4]1.[CH:41]([N:44]([CH:47]([CH3:49])C)[CH2:45]C)([CH3:43])C.N1CCCC1.[OH2:55].